Dataset: Forward reaction prediction with 1.9M reactions from USPTO patents (1976-2016). Task: Predict the product of the given reaction. (1) The product is: [C:2]([C:5]1[CH:10]([CH2:11][CH:12]2[CH2:21][CH2:20][C:19]3[C:14](=[CH:15][CH:16]=[C:17]([O:22][CH3:23])[CH:18]=3)[C:13]2=[O:24])[CH:9]=[CH:8][N:7]([CH2:25][C:26]2[CH:31]=[CH:30][CH:29]=[CH:28][C:27]=2[N+:32]([O-:34])=[O:33])[CH:6]=1)(=[O:4])[CH3:3]. Given the reactants [Br-].[C:2]([C:5]1[CH:6]=[N+:7]([CH2:25][C:26]2[CH:31]=[CH:30][CH:29]=[CH:28][C:27]=2[N+:32]([O-:34])=[O:33])[CH:8]=[CH:9][C:10]=1[CH2:11][CH:12]1[CH2:21][CH2:20][C:19]2[C:14](=[CH:15][CH:16]=[C:17]([O:22][CH3:23])[CH:18]=2)[C:13]1=[O:24])(=[O:4])[CH3:3].C1C(C(N)=O)=CN(CC2C=CC=CC=2)C=C1, predict the reaction product. (2) Given the reactants [Br:1]Br.[Cl:3][CH2:4][CH2:5][CH2:6][C:7]1([OH:10])[CH2:9][CH2:8]1, predict the reaction product. The product is: [Br:1][CH2:9][CH2:8][C:7](=[O:10])[CH2:6][CH2:5][CH2:4][Cl:3]. (3) Given the reactants C[O:2][C:3]1[CH:4]=[CH:5][C:6]2[CH:7]([CH2:18][CH2:19][CH2:20][CH2:21][CH3:22])[C:8]3[C:13]([C:14]=2[CH:15]=1)=[CH:12][C:11]([O:16]C)=[CH:10][CH:9]=3.B(Br)(Br)Br, predict the reaction product. The product is: [CH2:18]([CH:7]1[C:8]2[CH:9]=[CH:10][C:11]([OH:16])=[CH:12][C:13]=2[C:14]2[C:6]1=[CH:5][CH:4]=[C:3]([OH:2])[CH:15]=2)[CH2:19][CH2:20][CH2:21][CH3:22]. (4) Given the reactants [CH3:1][O:2][CH:3]1[CH2:6][N:5]([C:7](=[O:24])[CH2:8][C:9]2[C:17]3[C:12](=[CH:13][CH:14]=[CH:15][CH:16]=3)[N:11]([CH2:18][C:19]([O:21]C)=[O:20])[C:10]=2[CH3:23])[CH2:4]1.CC(C)C(N1C=CC(C(F)(F)F)=N1)C(OCC)=O, predict the reaction product. The product is: [CH3:1][O:2][CH:3]1[CH2:6][N:5]([C:7](=[O:24])[CH2:8][C:9]2[C:17]3[C:12](=[CH:13][CH:14]=[CH:15][CH:16]=3)[N:11]([CH2:18][C:19]([OH:21])=[O:20])[C:10]=2[CH3:23])[CH2:4]1. (5) Given the reactants [Cl:1][C:2]1[C:7](=[O:8])[N:6](C2CCCCO2)[N:5]=[CH:4][C:3]=1[CH:15]([C:18]1[CH:23]=[CH:22][CH:21]=[CH:20][C:19]=1[C:24]([F:27])([F:26])[F:25])C#N, predict the reaction product. The product is: [Cl:1][C:2]1[C:7](=[O:8])[NH:6][N:5]=[CH:4][C:3]=1[CH2:15][C:18]1[CH:23]=[CH:22][CH:21]=[CH:20][C:19]=1[C:24]([F:26])([F:27])[F:25]. (6) Given the reactants C(N(CC)CC)C.[NH2:8][C@H:9]([CH2:12][C:13]1[CH:18]=[CH:17][CH:16]=[CH:15][CH:14]=1)[CH2:10][OH:11].Cl[C:20](=[O:26])[C:21]([O:23]CC)=[O:22].[OH-].[Na+].Cl, predict the reaction product. The product is: [OH:11][CH2:10][C@H:9]([NH:8][C:20](=[O:26])[C:21]([OH:23])=[O:22])[CH2:12][C:13]1[CH:18]=[CH:17][CH:16]=[CH:15][CH:14]=1. (7) Given the reactants [N:1]1[CH:6]=[CH:5][CH:4]=[CH:3][C:2]=1[CH2:7][SH:8].[H-].[Na+].[C:11]([O:15][C:16]([N:18]1[CH2:24][CH2:23][C:22]2[C:25]([CH2:30]Cl)=[C:26]([Cl:29])[CH:27]=[CH:28][C:21]=2[CH2:20][CH2:19]1)=[O:17])([CH3:14])([CH3:13])[CH3:12], predict the reaction product. The product is: [C:11]([O:15][C:16]([N:18]1[CH2:24][CH2:23][C:22]2[C:25]([CH2:30][S:8][CH2:7][C:2]3[CH:3]=[CH:4][CH:5]=[CH:6][N:1]=3)=[C:26]([Cl:29])[CH:27]=[CH:28][C:21]=2[CH2:20][CH2:19]1)=[O:17])([CH3:14])([CH3:13])[CH3:12].